From a dataset of Full USPTO retrosynthesis dataset with 1.9M reactions from patents (1976-2016). Predict the reactants needed to synthesize the given product. (1) Given the product [C:38]1([S:35]([NH:34][C@@H:7]([CH2:8][N:9]2[CH:17]=[N:16][C:15]3[C:10]2=[N:11][CH:12]=[N:13][C:14]=3[N:18]2[CH2:23][CH2:22][CH:21]([C:24]3[CH:33]=[CH:32][C:31]4[CH2:30][CH2:29][CH2:28][NH:27][C:26]=4[N:25]=3)[CH2:20][CH2:19]2)[C:6]([OH:44])=[O:5])(=[O:36])=[O:37])[CH:43]=[CH:42][CH:41]=[CH:40][CH:39]=1, predict the reactants needed to synthesize it. The reactants are: C([O:5][C:6](=[O:44])[C@@H:7]([NH:34][S:35]([C:38]1[CH:43]=[CH:42][CH:41]=[CH:40][CH:39]=1)(=[O:37])=[O:36])[CH2:8][N:9]1[CH:17]=[N:16][C:15]2[C:10]1=[N:11][CH:12]=[N:13][C:14]=2[N:18]1[CH2:23][CH2:22][CH:21]([C:24]2[CH:33]=[CH:32][C:31]3[CH2:30][CH2:29][CH2:28][NH:27][C:26]=3[N:25]=2)[CH2:20][CH2:19]1)(C)(C)C.FC(F)(F)C(O)=O. (2) Given the product [CH3:1][O:2][C:3]1[CH:8]=[CH:7][CH:6]=[CH:5][C:4]=1[NH:9][S:11]([C:14]1[CH:15]=[CH:16][C:17]([CH2:20][C:21]([OH:23])=[O:22])=[CH:18][CH:19]=1)(=[O:13])=[O:12], predict the reactants needed to synthesize it. The reactants are: [CH3:1][O:2][C:3]1[C:4]([NH2:9])=[CH:5][CH:6]=[CH:7][CH:8]=1.Cl[S:11]([C:14]1[CH:19]=[CH:18][C:17]([CH2:20][C:21]([OH:23])=[O:22])=[CH:16][CH:15]=1)(=[O:13])=[O:12].